The task is: Predict which catalyst facilitates the given reaction.. This data is from Catalyst prediction with 721,799 reactions and 888 catalyst types from USPTO. (1) Reactant: [Br:1][C:2]1[C:10]2[O:9][C:8]([C:11]([OH:13])=O)=[CH:7][C:6]=2[CH:5]=[CH:4][CH:3]=1.Cl.Cl.[NH2:16][C@@H:17]1[CH:22]2[CH2:23][CH2:24][N:19]([CH2:20][CH2:21]2)[CH2:18]1.CN(C(ON1N=NC2C=CC=NC1=2)=[N+](C)C)C.F[P-](F)(F)(F)(F)F.C(N(CC)C(C)C)(C)C. Product: [N:19]12[CH2:24][CH2:23][CH:22]([CH2:21][CH2:20]1)[C@@H:17]([NH:16][C:11]([C:8]1[O:9][C:10]3[C:2]([Br:1])=[CH:3][CH:4]=[CH:5][C:6]=3[CH:7]=1)=[O:13])[CH2:18]2. The catalyst class is: 3. (2) Reactant: [S:1]1[CH:5]=[CH:4][N:3]=[C:2]1[NH2:6].[C:7](O[C:7]([O:9][C:10]([CH3:13])([CH3:12])[CH3:11])=[O:8])([O:9][C:10]([CH3:13])([CH3:12])[CH3:11])=[O:8].O. Product: [S:1]1[CH:5]=[CH:4][N:3]=[C:2]1[NH:6][C:7](=[O:8])[O:9][C:10]([CH3:13])([CH3:12])[CH3:11]. The catalyst class is: 60.